This data is from Catalyst prediction with 721,799 reactions and 888 catalyst types from USPTO. The task is: Predict which catalyst facilitates the given reaction. Reactant: [NH2:1][C:2]1[CH:9]=[CH:8][CH:7]=[C:6]([CH3:10])[C:3]=1[C:4]#[N:5].[S:11](N)([NH2:14])(=[O:13])=[O:12]. Product: [C:4]([C:3]1[C:6]([CH3:10])=[CH:7][CH:8]=[CH:9][C:2]=1[NH:1][S:11]([NH2:14])(=[O:13])=[O:12])#[N:5]. The catalyst class is: 12.